From a dataset of Reaction yield outcomes from USPTO patents with 853,638 reactions. Predict the reaction yield, written as a fraction of the theoretical maximum amount of product (1.0 means a 100% yield; for example, 0.34 means a 34% yield). (1) The reactants are [NH:1]1[C:9]2[C:4](=[CH:5][C:6]([O:10][CH2:11][CH2:12][CH2:13][CH2:14][N:15]([CH2:17][CH2:18][O:19][CH3:20])[CH3:16])=[CH:7][CH:8]=2)[CH2:3][CH2:2]1.[Cl:21][C:22]1[CH:27]=[CH:26][C:25]([O:28][C:29](Cl)=[S:30])=[CH:24][CH:23]=1.C([O-])(O)=O.[Na+]. The catalyst is O1CCOCC1.O.CCOCC. The product is [Cl:21][C:22]1[CH:27]=[CH:26][C:25]([O:28][C:29]([N:1]2[C:9]3[C:4](=[CH:5][C:6]([O:10][CH2:11][CH2:12][CH2:13][CH2:14][N:15]([CH2:17][CH2:18][O:19][CH3:20])[CH3:16])=[CH:7][CH:8]=3)[CH2:3][CH2:2]2)=[S:30])=[CH:24][CH:23]=1. The yield is 0.640. (2) The reactants are [NH2:1][C:2]1[CH:17]=[CH:16][C:15]([Br:18])=[CH:14][C:3]=1[C:4]([NH:6][C:7]1[CH:12]=[CH:11][CH:10]=[CH:9][C:8]=1[Cl:13])=[O:5].[Cl:19][CH2:20][C:21](Cl)=O. The catalyst is C(O)(=O)C. The product is [Br:18][C:15]1[CH:14]=[C:3]2[C:2](=[CH:17][CH:16]=1)[N:1]=[C:21]([CH2:20][Cl:19])[N:6]([C:7]1[CH:12]=[CH:11][CH:10]=[CH:9][C:8]=1[Cl:13])[C:4]2=[O:5]. The yield is 0.830. (3) The reactants are Cl.[NH2:2][C:3]1[CH:24]=[CH:23][C:6]([O:7][C:8]2[CH:13]=[CH:12][N:11]=[C:10]([NH:14][CH2:15][CH2:16][N:17]3[CH2:22][CH2:21][O:20][CH2:19][CH2:18]3)[CH:9]=2)=[C:5]([F:25])[CH:4]=1.NC1N=CN=C(O[C:48]2C=CC(NC(NC(=O)CC3C=[CH:50][C:49]([F:52])=[CH:48]C=3)=S)=[CH:50][C:49]=2[F:52])C=1.CN([C:58]([O:62]N1N=NC2C=CC=CC1=2)=[N+](C)C)C.[B-](F)(F)(F)F.CC[N:79]([CH:83]([CH3:85])C)[CH:80]([CH3:82])[CH3:81].C[O:87]C1C=CC(CNC2N=C(OC3C=CC(N)=CC=3F)C=CN=2)=CC=1. The catalyst is CN(C=O)C. The product is [F:25][C:5]1[CH:4]=[C:3]([NH:2][C:58](=[O:62])[CH2:85][C:83]([NH:79][C:80]2[CH:81]=[CH:50][C:49]([F:52])=[CH:48][CH:82]=2)=[O:87])[CH:24]=[CH:23][C:6]=1[O:7][C:8]1[CH:13]=[CH:12][N:11]=[C:10]([NH:14][CH2:15][CH2:16][N:17]2[CH2:22][CH2:21][O:20][CH2:19][CH2:18]2)[CH:9]=1. The yield is 0.400. (4) The reactants are N[C:2]1[CH:3]=[C:4]([CH:8]=[CH:9][C:10]=1[C:11]([O:13][CH3:14])=[O:12])[C:5]([OH:7])=[O:6].N([O-])=O.[Na+].C(OCC)(=O)C.[BrH:25]. The catalyst is C(O)(=O)C.[Cu](Cl)Cl. The product is [Br:25][C:2]1[CH:3]=[C:4]([CH:8]=[CH:9][C:10]=1[C:11]([O:13][CH3:14])=[O:12])[C:5]([OH:7])=[O:6]. The yield is 0.590. (5) The reactants are [C:1]([N:5]1[C:9]2[CH:10]=[CH:11][CH:12]=[CH:13][C:8]=2[O:7][C:6]1=[O:14])(=[O:4])[CH2:2][CH3:3].C(N(CC)CC)C.[CH:22](=[O:26])[CH2:23][CH2:24][CH3:25]. The catalyst is C(Cl)Cl.Cl[Ti](Cl)(Cl)Cl. The product is [CH3:3][C@H:2]([C@@H:22]([OH:26])[CH2:23][CH2:24][CH3:25])[C:1]([N:5]1[C:9]2[CH:10]=[CH:11][CH:12]=[CH:13][C:8]=2[O:7][C:6]1=[O:14])=[O:4]. The yield is 0.800. (6) The reactants are [CH3:1][C:2]1[C:12]([N+:13]([O-:15])=[O:14])=[CH:11][C:5]2[NH:6][C:7](=[O:10])[CH2:8][O:9][C:4]=2[CH:3]=1.C([O-])([O-])=O.[K+].[K+].[CH2:22]([O:24][C:25](=[O:29])[CH:26](Br)[CH3:27])[CH3:23].CC#N. The catalyst is CC(C)=O.O. The product is [CH2:22]([O:24][C:25](=[O:29])[CH:26]([N:6]1[C:5]2[CH:11]=[C:12]([N+:13]([O-:15])=[O:14])[C:2]([CH3:1])=[CH:3][C:4]=2[O:9][CH2:8][C:7]1=[O:10])[CH3:27])[CH3:23]. The yield is 0.480. (7) The reactants are C([Li])CCC.Br[C:7]1[CH:12]=[CH:11][C:10]([Si:13]([CH3:16])([CH3:15])[CH3:14])=[C:9]([F:17])[CH:8]=1.C(O[B:22]1[O:26][C:25]([CH3:28])([CH3:27])[C:24]([CH3:30])([CH3:29])[O:23]1)(C)C.C(=O)=O.CC(C)=O.Cl. The catalyst is O1CCCC1.O. The product is [F:17][C:9]1[CH:8]=[C:7]([B:22]2[O:26][C:25]([CH3:28])([CH3:27])[C:24]([CH3:30])([CH3:29])[O:23]2)[CH:12]=[CH:11][C:10]=1[Si:13]([CH3:16])([CH3:15])[CH3:14]. The yield is 0.990. (8) The yield is 0.790. The reactants are [CH3:1][C:2]1[C:3]([CH2:14][S:15]([C:17]2[NH:21][C:20]3[CH:22]=[CH:23][CH:24]=[CH:25][C:19]=3[N:18]=2)=[O:16])=[N:4][CH:5]=[CH:6][C:7]=1[O:8][CH2:9][C:10]([F:13])([F:12])[F:11].CCN(CC)CC.[C:33]1([CH3:63])[CH:38]=[CH:37][C:36]([S:39]([CH2:42][CH2:43][O:44][C:45](=[O:62])[CH2:46][O:47][C:48]2[CH:53]=[C:52]([CH3:54])[C:51]([S:55](Cl)(=[O:57])=[O:56])=[C:50]([CH:59]([CH3:61])[CH3:60])[CH:49]=2)(=[O:41])=[O:40])=[CH:35][CH:34]=1.C([O-])(O)=O.[Na+]. The catalyst is C(Cl)Cl. The product is [C:33]1([CH3:63])[CH:38]=[CH:37][C:36]([S:39]([CH2:42][CH2:43][O:44][C:45](=[O:62])[CH2:46][O:47][C:48]2[CH:53]=[C:52]([CH3:54])[C:51]([S:55]([N:21]3[C:20]4[CH:22]=[CH:23][CH:24]=[CH:25][C:19]=4[N:18]=[C:17]3[S:15]([CH2:14][C:3]3[C:2]([CH3:1])=[C:7]([O:8][CH2:9][C:10]([F:13])([F:11])[F:12])[CH:6]=[CH:5][N:4]=3)=[O:16])(=[O:56])=[O:57])=[C:50]([CH:59]([CH3:60])[CH3:61])[CH:49]=2)(=[O:40])=[O:41])=[CH:35][CH:34]=1. (9) The reactants are O=[C:2]1[CH2:11][CH2:10][C:9]2[C:4](=[CH:5][CH:6]=[CH:7][CH:8]=2)[CH:3]1[C:12]([O:14]CC)=O.[NH:17]([C:19]1[S:20][C:21]2[CH:27]=[CH:26][CH:25]=[CH:24][C:22]=2[N:23]=1)[NH2:18]. The catalyst is C(O)(=O)C. The product is [S:20]1[C:21]2[CH:27]=[CH:26][CH:25]=[CH:24][C:22]=2[N:23]=[C:19]1[N:17]1[C:12]([OH:14])=[C:3]2[C:2]([CH2:11][CH2:10][C:9]3[CH:8]=[CH:7][CH:6]=[CH:5][C:4]=32)=[N:18]1. The yield is 0.210.